The task is: Regression. Given a target protein amino acid sequence and a drug SMILES string, predict the binding affinity score between them. We predict pIC50 (pIC50 = -log10(IC50 in M); higher means more potent). Dataset: bindingdb_ic50.. This data is from Drug-target binding data from BindingDB using IC50 measurements. (1) The small molecule is O=C(Nc1nccs1)c1cc(-c2ccccn2)nc2c(Cl)cccc12. The target protein (Q9Y5X4) has sequence METRPTALMSSTVAAAAPAAGAASRKESPGRWGLGEDPTGVSPSLQCRVCGDSSSGKHYGIYACNGCSGFFKRSVRRRLIYRCQVGAGMCPVDKAHRNQCQACRLKKCLQAGMNQDAVQNERQPRSTAQVHLDSMESNTESRPESLVAPPAPAGRSPRGPTPMSAARALGHHFMASLITAETCAKLEPEDADENIDVTSNDPEFPSSPYSSSSPCGLDSIHETSARLLFMAVKWAKNLPVFSSLPFRDQVILLEEAWSELFLLGAIQWSLPLDSCPLLAPPEASAAGGAQGRLTLASMETRVLQETISRFRALAVDPTEFACMKALVLFKPETRGLKDPEHVEALQDQSQVMLSQHSKAHHPSQPVRFGKLLLLLPSLRFITAERIELLFFRKTIGNTPMEKLLCDMFKN. The pIC50 is 5.4. (2) The compound is Cc1ccccc1S(=O)(=O)Nc1cnn(Cc2c(C)noc2C)c1. The target protein (Q9NYW2) has sequence MFSPADNIFIILITGEFILGILGNGYIALVNWIDWIKKKKISTVDYILTNLVIARICLISVMVVNGIVIVLNPDVYTKNKQQIVIFTFWTFANYLNMWITTCLNVFYFLKIASSSHPLFLWLKWKIDMVVHWILLGCFAISLLVSLIAAIVLSCDYRFHAIAKHKRNITEMFHVSKIPYFEPLTLFNLFAIVPFIVSLISFFLLVRSLWRHTKQIKLYATGSRDPSTEVHVRAIKTMTSFIFFFFLYYISSILMTFSYLMTKYKLAVEFGEIAAILYPLGHSLILIVLNNKLRQTFVRMLTCRKIACMI. The pIC50 is 5.7. (3) The compound is CCc1c2nc(-c3cc(S(=O)(=O)N4CCN(CC)CC4)cnc3O[C@H](C)COC)[nH]c(=O)c2nn1CCOC. The target protein (Q28263) has sequence MGEVTAEQVEKFLDSNIIFAKQYYNLRYRAKVISDMLGAKEAAVDFSNYHSLSSVEESEIIFDLLRDFQENLQAERCIFNVMKKLCFLLQADRMSLFMYRVRNGIAELATRLFNVHKDAVLEECLVAPDSEIVFPLDMGVVGHVAHSKKIANVVNTEEDEHFCDFVDTLTEYQTKNILASPIMNGKDVVAVIMAVNKVDEPHFTKRDEEILLKYLNFANLIMKVYHLSYLHNCETRRGQILLWSGSKVFEELTDIERQFHKALYTVRAFLNCDRYSVGLLDMTKQKEFFDVWPVLMGEAPPYSGPRTPDGREINFYKVIDYILHGKEDIKVIPNPPPDHWALVSGLPTYVAQNGLICNIMNAPAEDFFAFQKEPLDESGWMIKNVLSMPIVNKKEEIVGVATFYNRKDGKPFDEMDETLMESLAQFLGWSVLNPDTYESMNRLENRKDIFQDMVKYHVKCDNEEIQKILKTREVYGKEPWECEEEELAEILQGELPDAEK.... The pIC50 is 6.1.